From a dataset of Full USPTO retrosynthesis dataset with 1.9M reactions from patents (1976-2016). Predict the reactants needed to synthesize the given product. (1) Given the product [CH3:3][CH:4]1[CH2:6][C:5]1([C:10]1[CH:11]=[CH:12][C:13]([NH2:16])=[CH:14][CH:15]=1)[C:7]([NH2:9])=[O:8], predict the reactants needed to synthesize it. The reactants are: [NH4+].[OH-].[CH3:3][CH:4]1[CH2:6][C:5]1([C:10]1[CH:15]=[CH:14][C:13]([N+:16]([O-])=O)=[CH:12][CH:11]=1)[C:7]([NH2:9])=[O:8]. (2) Given the product [CH3:15][C:16]1([C:22]([O:24][CH3:25])=[O:23])[CH2:21][CH2:20][N:19]([C:2]2[C:3]([C:8]3[CH:13]=[CH:12][CH:11]=[CH:10][CH:9]=3)=[N:4][CH:5]=[N:6][CH:7]=2)[CH2:18][CH2:17]1, predict the reactants needed to synthesize it. The reactants are: Br[C:2]1[C:3]([C:8]2[CH:13]=[CH:12][CH:11]=[CH:10][CH:9]=2)=[N:4][CH:5]=[N:6][CH:7]=1.Cl.[CH3:15][C:16]1([C:22]([O:24][CH3:25])=[O:23])[CH2:21][CH2:20][NH:19][CH2:18][CH2:17]1.CC1(C)C2C(=C(P(C3C=CC=CC=3)C3C=CC=CC=3)C=CC=2)OC2C(P(C3C=CC=CC=3)C3C=CC=CC=3)=CC=CC1=2.CC(C)([O-])C.[Na+]. (3) Given the product [CH3:10][C:2]1([CH2:3][CH2:4][C:5]([O:7][CH2:8][CH3:9])=[O:6])[CH2:13][CH2:1]1, predict the reactants needed to synthesize it. The reactants are: [CH3:1][C:2](=[CH2:10])[CH2:3][CH2:4][C:5]([O:7][CH2:8][CH3:9])=[O:6].[N+](=[CH2:13])=[N-].